Dataset: Full USPTO retrosynthesis dataset with 1.9M reactions from patents (1976-2016). Task: Predict the reactants needed to synthesize the given product. (1) Given the product [C:1]([N:4]1[CH2:9][C:8](=[O:10])[NH:7][CH:6]([CH2:11][C:12]2[CH:17]=[CH:16][CH:15]=[C:14]([NH:18][C:29]([O:31][C:32]([CH3:35])([CH3:34])[CH3:33])=[O:30])[CH:13]=2)[C:5]1=[O:21])(=[O:3])[CH3:2], predict the reactants needed to synthesize it. The reactants are: [C:1]([N:4]1[CH2:9][C:8](=[O:10])[NH:7][C:6](=[CH:11][C:12]2[CH:17]=[CH:16][CH:15]=[C:14]([N+:18]([O-])=O)[CH:13]=2)[C:5]1=[O:21])(=[O:3])[CH3:2].C(N(CC)CC)C.[C:29](O[C:29]([O:31][C:32]([CH3:35])([CH3:34])[CH3:33])=[O:30])([O:31][C:32]([CH3:35])([CH3:34])[CH3:33])=[O:30]. (2) Given the product [Br-:7].[CH3:1][N+:2]1[CH:6]=[CH:5][N:4]([CH2:8][CH2:9][CH2:10][CH2:11][CH3:12])[CH:3]=1, predict the reactants needed to synthesize it. The reactants are: [CH3:1][N:2]1[CH:6]=[CH:5][N:4]=[CH:3]1.[Br:7][CH2:8][CH2:9][CH2:10][CH2:11][CH3:12].